The task is: Regression. Given two drug SMILES strings and cell line genomic features, predict the synergy score measuring deviation from expected non-interaction effect.. This data is from NCI-60 drug combinations with 297,098 pairs across 59 cell lines. (1) Drug 1: CC=C1C(=O)NC(C(=O)OC2CC(=O)NC(C(=O)NC(CSSCCC=C2)C(=O)N1)C(C)C)C(C)C. Cell line: HOP-62. Drug 2: CC1C(C(CC(O1)OC2CC(CC3=C2C(=C4C(=C3O)C(=O)C5=C(C4=O)C(=CC=C5)OC)O)(C(=O)CO)O)N)O.Cl. Synergy scores: CSS=64.4, Synergy_ZIP=-0.604, Synergy_Bliss=-2.77, Synergy_Loewe=-7.04, Synergy_HSA=3.44. (2) Drug 1: CCCS(=O)(=O)NC1=C(C(=C(C=C1)F)C(=O)C2=CNC3=C2C=C(C=N3)C4=CC=C(C=C4)Cl)F. Drug 2: CC1C(C(CC(O1)OC2CC(CC3=C2C(=C4C(=C3O)C(=O)C5=C(C4=O)C(=CC=C5)OC)O)(C(=O)C)O)N)O.Cl. Cell line: HS 578T. Synergy scores: CSS=34.5, Synergy_ZIP=14.9, Synergy_Bliss=19.2, Synergy_Loewe=-3.55, Synergy_HSA=13.4. (3) Drug 1: CC1CCC2CC(C(=CC=CC=CC(CC(C(=O)C(C(C(=CC(C(=O)CC(OC(=O)C3CCCCN3C(=O)C(=O)C1(O2)O)C(C)CC4CCC(C(C4)OC)OCCO)C)C)O)OC)C)C)C)OC. Drug 2: CC12CCC3C(C1CCC2O)C(CC4=C3C=CC(=C4)O)CCCCCCCCCS(=O)CCCC(C(F)(F)F)(F)F. Cell line: RPMI-8226. Synergy scores: CSS=34.3, Synergy_ZIP=14.3, Synergy_Bliss=17.9, Synergy_Loewe=-4.68, Synergy_HSA=12.4. (4) Drug 1: CC12CCC3C(C1CCC2=O)CC(=C)C4=CC(=O)C=CC34C. Drug 2: C1CC(C1)(C(=O)O)C(=O)O.[NH2-].[NH2-].[Pt+2]. Cell line: NCIH23. Synergy scores: CSS=74.1, Synergy_ZIP=-0.995, Synergy_Bliss=-1.15, Synergy_Loewe=-3.56, Synergy_HSA=2.24. (5) Drug 1: C1=CC=C(C=C1)NC(=O)CCCCCCC(=O)NO. Drug 2: C1CN1C2=NC(=NC(=N2)N3CC3)N4CC4. Cell line: MDA-MB-231. Synergy scores: CSS=17.8, Synergy_ZIP=-7.60, Synergy_Bliss=-0.905, Synergy_Loewe=-1.59, Synergy_HSA=0.495. (6) Drug 1: CC1=C(C=C(C=C1)NC(=O)C2=CC=C(C=C2)CN3CCN(CC3)C)NC4=NC=CC(=N4)C5=CN=CC=C5. Drug 2: B(C(CC(C)C)NC(=O)C(CC1=CC=CC=C1)NC(=O)C2=NC=CN=C2)(O)O. Cell line: HCC-2998. Synergy scores: CSS=29.8, Synergy_ZIP=9.70, Synergy_Bliss=9.57, Synergy_Loewe=-44.6, Synergy_HSA=-2.73. (7) Drug 1: CCC1=C2CN3C(=CC4=C(C3=O)COC(=O)C4(CC)O)C2=NC5=C1C=C(C=C5)O. Drug 2: CCCCC(=O)OCC(=O)C1(CC(C2=C(C1)C(=C3C(=C2O)C(=O)C4=C(C3=O)C=CC=C4OC)O)OC5CC(C(C(O5)C)O)NC(=O)C(F)(F)F)O. Cell line: OVCAR-5. Synergy scores: CSS=47.7, Synergy_ZIP=-2.59, Synergy_Bliss=-1.23, Synergy_Loewe=-6.24, Synergy_HSA=2.94.